From a dataset of Forward reaction prediction with 1.9M reactions from USPTO patents (1976-2016). Predict the product of the given reaction. (1) Given the reactants C(OC(=O)[NH:7][C@H:8]1[CH2:13][CH2:12][C@@H:11]([CH2:14][NH2:15])[CH2:10][CH2:9]1)(C)(C)C.CCN(C(C)C)C(C)C.Cl[C:27]([O:29][CH2:30][C:31]1[CH:36]=[CH:35][CH:34]=[CH:33][CH:32]=1)=[O:28].Cl.[OH-].[Na+], predict the reaction product. The product is: [CH2:30]([O:29][C:27](=[O:28])[NH:15][CH2:14][C@H:11]1[CH2:10][CH2:9][C@@H:8]([NH2:7])[CH2:13][CH2:12]1)[C:31]1[CH:36]=[CH:35][CH:34]=[CH:33][CH:32]=1. (2) Given the reactants [C:1](=[O:4])([O-])[O-].[Cs+].[Cs+].O=[C:8]1[N:13]([C:14]2[CH:19]=[CH:18][N:17]=[C:16]([C:20]([F:23])([F:22])[F:21])[CH:15]=2)[C:12]2[CH2:24][CH2:25][C:26](=[O:27])[C:11]=2[CH:10]([C:28]2[CH:35]=[CH:34][C:31]([C:32]#[N:33])=[CH:30][CH:29]=2)[NH:9]1.CI, predict the reaction product. The product is: [CH3:8][N:9]1[CH:10]([C:28]2[CH:29]=[CH:30][C:31]([C:32]#[N:33])=[CH:34][CH:35]=2)[C:11]2[C:26](=[O:27])[CH2:25][CH2:24][C:12]=2[N:13]([C:14]2[CH:19]=[CH:18][N:17]=[C:16]([C:20]([F:22])([F:21])[F:23])[CH:15]=2)[C:1]1=[O:4]. (3) Given the reactants [CH:1]1([C:7]2[N:12]([C:13]3[CH:18]=[CH:17][C:16]([F:19])=[CH:15][CH:14]=3)[C:11](=[O:20])[CH:10]=[C:9]([OH:21])[N:8]=2)[CH2:6][CH2:5][CH2:4][CH2:3][CH2:2]1.[Cl-].C[Al+]C.CCCCCC.FC1C=C[C:36]([NH2:37])=CC=1.C1(C#N)CCCCC1.C(OCC)(=O)[CH2:49][C:50]([O:52]CC)=[O:51].C[O-:60].[Na+], predict the reaction product. The product is: [CH:1]1([C:7]2[N:12]([C:13]3[CH:14]=[CH:15][C:16]([F:19])=[CH:17][CH:18]=3)[C:11](=[O:20])[C:10]([C:36]([NH:37][CH2:49][C:50]([OH:52])=[O:51])=[O:60])=[C:9]([OH:21])[N:8]=2)[CH2:2][CH2:3][CH2:4][CH2:5][CH2:6]1. (4) Given the reactants C([NH:20][C:21]1[NH:22][C:23](=O)[C:24]2[N:25]=[CH:26][N:27](C(C3C=CC=CC=3)(C3C=CC=CC=3)C3C=CC=CC=3)[C:28]=2[N:29]=1)(C1C=CC=CC=1)(C1C=CC=CC=1)C1C=CC=CC=1.II.C1C=CC(P(C2C=CC=CC=2)C2C=CC=CC=2)=CC=1.[NH:71]1[CH:75]=[CH:74][N:73]=[CH:72]1.CCN(C(C)C)C(C)C, predict the reaction product. The product is: [NH2:20][C:21]1[N:29]=[C:28]2[C:24]([NH:25][CH:26]=[N:27]2)=[C:23]([N:71]2[CH:75]=[CH:74][N:73]=[CH:72]2)[N:22]=1. (5) Given the reactants [F:1][C:2]1[CH:7]=[CH:6][C:5]([N:8]2[C:16]3[C:11](=[CH:12][C:13]([O:17][C@@H:18]([C:22]4[CH:27]=[CH:26][CH:25]=[CH:24][CH:23]=4)[C@H:19]([NH2:21])[CH3:20])=[CH:14][CH:15]=3)[CH:10]=[N:9]2)=[CH:4][CH:3]=1.[C:28](Cl)(=[O:32])[CH2:29][CH2:30][CH3:31], predict the reaction product. The product is: [F:1][C:2]1[CH:3]=[CH:4][C:5]([N:8]2[C:16]3[C:11](=[CH:12][C:13]([O:17][C@H:18]([C:22]4[CH:23]=[CH:24][CH:25]=[CH:26][CH:27]=4)[C@@H:19]([NH:21][C:28](=[O:32])[CH2:29][CH2:30][CH3:31])[CH3:20])=[CH:14][CH:15]=3)[CH:10]=[N:9]2)=[CH:6][CH:7]=1. (6) Given the reactants [NH2:1][C:2]1[C:7]([CH3:8])=[CH:6][N:5]=[C:4]([NH:9][C:10](=[O:29])[C:11]2[CH:16]=[CH:15][C:14]([CH2:17][N:18]3[CH2:23][CH2:22][N:21]([CH3:24])[CH2:20][CH2:19]3)=[C:13]([C:25]([F:28])([F:27])[F:26])[CH:12]=2)[CH:3]=1.S([C:34]1[N:39]=[C:38]([C:40]2[CH:41]=[N:42][CH:43]=[CH:44][CH:45]=2)[CH:37]=[CH:36][N:35]=1)(C)(=O)=O.[H-].[Na+].C(O)(=O)CC(CC(O)=O)(C(O)=O)O, predict the reaction product. The product is: [CH3:24][N:21]1[CH2:20][CH2:19][N:18]([CH2:17][C:14]2[CH:15]=[CH:16][C:11]([C:10]([NH:9][C:4]3[CH:3]=[C:2]([NH:1][C:34]4[N:39]=[C:38]([C:40]5[CH:41]=[N:42][CH:43]=[CH:44][CH:45]=5)[CH:37]=[CH:36][N:35]=4)[C:7]([CH3:8])=[CH:6][N:5]=3)=[O:29])=[CH:12][C:13]=2[C:25]([F:28])([F:27])[F:26])[CH2:23][CH2:22]1. (7) Given the reactants [C:1]([O:5]C(OC(OC(C)(C)C)=O)=O)(C)(C)C.[CH2:16]([NH:19][C:20]1[N:21]=[C:22]([NH2:30])[C:23]2[S:28][CH:27]=[C:26]([CH3:29])[C:24]=2[N:25]=1)[CH:17]=[CH2:18].[CH:31]1([NH2:37])[CH2:36][CH2:35][CH2:34][CH2:33][CH2:32]1, predict the reaction product. The product is: [CH2:16]([NH:19][C:20]1[N:21]=[C:22]([NH:30][C:1](=[O:5])[NH:37][CH:31]2[CH2:36][CH2:35][CH2:34][CH2:33][CH2:32]2)[C:23]2[S:28][CH:27]=[C:26]([CH3:29])[C:24]=2[N:25]=1)[CH:17]=[CH2:18].